From a dataset of Full USPTO retrosynthesis dataset with 1.9M reactions from patents (1976-2016). Predict the reactants needed to synthesize the given product. (1) Given the product [NH2:12][C:10](=[O:11])[CH2:9][NH:8][C:5]1[N:6]=[CH:7][C:2]([C:21]2[C:20]3[C:24](=[CH:25][C:17]([F:16])=[CH:18][CH:19]=3)[N:23]([C:26]([O:28][C:29]([CH3:32])([CH3:31])[CH3:30])=[O:27])[CH:22]=2)=[CH:3][C:4]=1[N+:13]([O-:15])=[O:14], predict the reactants needed to synthesize it. The reactants are: Br[C:2]1[CH:3]=[C:4]([N+:13]([O-:15])=[O:14])[C:5]([NH:8][CH2:9][C:10]([NH2:12])=[O:11])=[N:6][CH:7]=1.[F:16][C:17]1[CH:25]=[C:24]2[C:20]([C:21](B3OC(C)(C)C(C)(C)O3)=[CH:22][N:23]2[C:26]([O:28][C:29]([CH3:32])([CH3:31])[CH3:30])=[O:27])=[CH:19][CH:18]=1. (2) Given the product [NH2:1][C:2]1[C:7]([CH:8]=[O:9])=[C:6]([CH:10]2[CH2:12][CH2:11]2)[N:5]=[C:4]([C:19]2[N:15]([CH3:14])[N:16]=[CH:17][CH:18]=2)[CH:3]=1, predict the reactants needed to synthesize it. The reactants are: [NH2:1][C:2]1[C:7]([CH:8]=[O:9])=[C:6]([CH:10]2[CH2:12][CH2:11]2)[N:5]=[C:4](Cl)[CH:3]=1.[CH3:14][N:15]1[C:19](B2OC(C)(C)C(C)(C)O2)=[CH:18][CH:17]=[N:16]1.C1(P(C2CCCCC2)C2CCCCC2)CCCCC1.P([O-])([O-])([O-])=O.[K+].[K+].[K+]. (3) Given the product [N:17]1([C:10](=[O:12])[C@@H:9]([NH:8][C:6](=[O:7])[O:5][C:1]([CH3:2])([CH3:3])[CH3:4])[CH:13]2[CH2:15][CH2:14]2)[CH2:18][CH2:21][CH2:22]1, predict the reactants needed to synthesize it. The reactants are: [C:1]([O:5][C:6]([NH:8][C@@H:9]([CH:13]1[CH2:15][CH2:14]1)[C:10]([OH:12])=O)=[O:7])([CH3:4])([CH3:3])[CH3:2].C[N:17]1[CH2:22][CH2:21]OC[CH2:18]1.CN(C(ON1N=NC2C=CC=CC1=2)=[N+](C)C)C.[B-](F)(F)(F)F.N1CCC1.